Dataset: NCI-60 drug combinations with 297,098 pairs across 59 cell lines. Task: Regression. Given two drug SMILES strings and cell line genomic features, predict the synergy score measuring deviation from expected non-interaction effect. (1) Drug 1: CNC(=O)C1=CC=CC=C1SC2=CC3=C(C=C2)C(=NN3)C=CC4=CC=CC=N4. Drug 2: C1=NC2=C(N=C(N=C2N1C3C(C(C(O3)CO)O)F)Cl)N. Cell line: SR. Synergy scores: CSS=56.5, Synergy_ZIP=1.77, Synergy_Bliss=4.96, Synergy_Loewe=-16.8, Synergy_HSA=4.50. (2) Drug 1: CC1=CC2C(CCC3(C2CCC3(C(=O)C)OC(=O)C)C)C4(C1=CC(=O)CC4)C. Drug 2: C1=CC=C(C(=C1)C(C2=CC=C(C=C2)Cl)C(Cl)Cl)Cl. Cell line: MALME-3M. Synergy scores: CSS=-1.32, Synergy_ZIP=3.06, Synergy_Bliss=4.76, Synergy_Loewe=0.599, Synergy_HSA=0.355. (3) Drug 1: C1=NC(=NC(=O)N1C2C(C(C(O2)CO)O)O)N. Drug 2: C1CNP(=O)(OC1)N(CCCl)CCCl. Cell line: OVCAR-5. Synergy scores: CSS=28.3, Synergy_ZIP=-7.35, Synergy_Bliss=3.09, Synergy_Loewe=-15.1, Synergy_HSA=4.63. (4) Drug 1: C1=C(C(=O)NC(=O)N1)N(CCCl)CCCl. Drug 2: CC1=C(C(=O)C2=C(C1=O)N3CC4C(C3(C2COC(=O)N)OC)N4)N. Cell line: BT-549. Synergy scores: CSS=38.5, Synergy_ZIP=4.63, Synergy_Bliss=5.26, Synergy_Loewe=7.86, Synergy_HSA=10.1.